From a dataset of Catalyst prediction with 721,799 reactions and 888 catalyst types from USPTO. Predict which catalyst facilitates the given reaction. (1) Reactant: COC1C=CC(C([C@@:22]2([OH:61])[C@@H:26]([CH2:27][O:28][C:29]([C:46]3[CH:51]=[CH:50][CH:49]=[CH:48][CH:47]=3)(C3C=CC(OC)=CC=3)[C:30]3[CH:35]=[CH:34][C:33]([O:36][CH3:37])=[CH:32][CH:31]=3)[O:25][C@@H:24]([N:52]3[CH:60]=[C:58]([CH3:59])[C:56](=[O:57])[NH:55][C:53]3=[O:54])[CH2:23]2)(C2C=CC=CC=2)C2C=CC(OC)=CC=2)=CC=1. Product: [CH2:47]([CH2:46][C:29]([O:61][C@@H:22]1[C@@H:26]([CH2:27][O:28][C:29]([C:46]2[CH:47]=[CH:48][CH:49]=[CH:50][CH:51]=2)([C:30]2[CH:31]=[CH:32][C:33]([O:36][CH3:37])=[CH:34][CH:35]=2)[C:30]2[CH:31]=[CH:32][C:33]([O:36][CH3:37])=[CH:34][CH:35]=2)[O:25][C@@H:24]([N:52]2[CH:60]=[C:58]([CH3:59])[C:56](=[O:57])[NH:55][C:53]2=[O:54])[CH2:23]1)=[O:28])[CH2:48][CH2:49][CH3:50]. The catalyst class is: 47. (2) Reactant: [NH:1]1[C:5]2[CH:6]=[CH:7][C:8]([C:10]([OH:12])=[O:11])=[CH:9][C:4]=2[N:3]=[N:2]1.[H-].[Na+].[CH3:15][C:16]1([CH3:24])[CH2:20][O:19][CH2:18][N:17]1[C:21](Cl)=[O:22].O. Product: [CH3:15][C:16]1([CH3:24])[CH2:20][O:19][CH2:18][N:17]1[C:21]([N:1]1[C:5]2[CH:6]=[CH:7][C:8]([C:10]([OH:12])=[O:11])=[CH:9][C:4]=2[N:3]=[N:2]1)=[O:22]. The catalyst class is: 213. (3) Reactant: [OH-].[Na+].C[O:4][C:5](=[O:41])[CH2:6][C:7]1[CH:8]=[C:9]([C:15]2[CH:20]=[CH:19][C:18]([C:21]([CH2:39][CH3:40])([C:24]3[CH:29]=[CH:28][C:27](/[CH:30]=[CH:31]/[C:32]([CH2:36][CH3:37])([OH:35])[CH2:33][CH3:34])=[C:26]([CH3:38])[CH:25]=3)[CH2:22][CH3:23])=[CH:17][CH:16]=2)[CH:10]=[CH:11][C:12]=1[O:13][CH3:14].[Cl-].[NH4+]. Product: [CH2:22]([C:21]([C:18]1[CH:17]=[CH:16][C:15]([C:9]2[CH:10]=[CH:11][C:12]([O:13][CH3:14])=[C:7]([CH2:6][C:5]([OH:41])=[O:4])[CH:8]=2)=[CH:20][CH:19]=1)([C:24]1[CH:29]=[CH:28][C:27](/[CH:30]=[CH:31]/[C:32]([CH2:33][CH3:34])([OH:35])[CH2:36][CH3:37])=[C:26]([CH3:38])[CH:25]=1)[CH2:39][CH3:40])[CH3:23]. The catalyst class is: 111. (4) Reactant: [Cl:1][C:2]1[CH:18]=[CH:17][CH:16]=[C:15]([F:19])[C:3]=1[CH2:4][S:5]([C:8]1[CH2:12][C:11]([CH3:14])([CH3:13])[O:10][N:9]=1)(=[O:7])=[O:6].[OH-].[Na+].[Cl:22]C(Cl)(Cl)Cl.O. Product: [Cl:22][CH:4]([C:3]1[C:15]([F:19])=[CH:16][CH:17]=[CH:18][C:2]=1[Cl:1])[S:5]([C:8]1[CH2:12][C:11]([CH3:14])([CH3:13])[O:10][N:9]=1)(=[O:7])=[O:6]. The catalyst class is: 9. (5) Reactant: Cl[C:2]1[N:3]=[C:4]([N:15]2[CH2:20][CH2:19][O:18][CH2:17][CH2:16]2)[C:5]2[S:10][C:9]([C:11]([NH2:14])([CH3:13])[CH3:12])=[CH:8][C:6]=2[N:7]=1.CCN(CC)CC.[C:28](Cl)(=[O:30])[CH3:29].CC1(C)C(C)(C)OB([C:40]2[CH:48]=[CH:47][CH:46]=[C:45]3[C:41]=2[CH:42]=[N:43][NH:44]3)O1. Product: [NH:44]1[C:45]2[C:41](=[C:40]([C:2]3[N:3]=[C:4]([N:15]4[CH2:20][CH2:19][O:18][CH2:17][CH2:16]4)[C:5]4[S:10][C:9]([C:11]([NH:14][C:28](=[O:30])[CH3:29])([CH3:13])[CH3:12])=[CH:8][C:6]=4[N:7]=3)[CH:48]=[CH:47][CH:46]=2)[CH:42]=[N:43]1. The catalyst class is: 2.